From a dataset of Reaction yield outcomes from USPTO patents with 853,638 reactions. Predict the reaction yield, written as a fraction of the theoretical maximum amount of product (1.0 means a 100% yield; for example, 0.34 means a 34% yield). (1) The reactants are [NH2:1][C:2]1[N:14]=[C:13]([C:15]2[C:20]([O:21][CH2:22][C:23]3[CH:28]=[CH:27][C:26]([O:29][CH3:30])=[CH:25][CH:24]=3)=[CH:19][CH:18]=[CH:17][C:16]=2[O:31][CH2:32][CH:33]2[CH2:35][CH2:34]2)[CH:12]=[C:11]([S:36][CH3:37])[C:3]=1[C:4]([O:6][C:7]([CH3:10])([CH3:9])[CH3:8])=[O:5].C1C=C(Cl)C=C(C(OO)=[O:46])C=1. The catalyst is C(Cl)Cl. The product is [NH2:1][C:2]1[N:14]=[C:13]([C:15]2[C:20]([O:21][CH2:22][C:23]3[CH:24]=[CH:25][C:26]([O:29][CH3:30])=[CH:27][CH:28]=3)=[CH:19][CH:18]=[CH:17][C:16]=2[O:31][CH2:32][CH:33]2[CH2:34][CH2:35]2)[CH:12]=[C:11]([S:36]([CH3:37])=[O:46])[C:3]=1[C:4]([O:6][C:7]([CH3:10])([CH3:9])[CH3:8])=[O:5]. The yield is 0.630. (2) The reactants are [OH:1][C:2]1([C:6]2[CH:11]=[CH:10][C:9]([NH:12][C:13](=[O:21])OC3C=CC=CC=3)=[CH:8][CH:7]=2)[CH2:5][O:4][CH2:3]1.Cl.[C:23]([C:27]1[CH:31]=[C:30]([CH2:32][NH2:33])[N:29]([C:34]2[CH:39]=[CH:38][CH:37]=[C:36]([Cl:40])[CH:35]=2)[N:28]=1)([CH3:26])([CH3:25])[CH3:24]. The catalyst is CC#N. The product is [C:23]([C:27]1[CH:31]=[C:30]([CH2:32][NH:33][C:13]([NH:12][C:9]2[CH:8]=[CH:7][C:6]([C:2]3([OH:1])[CH2:3][O:4][CH2:5]3)=[CH:11][CH:10]=2)=[O:21])[N:29]([C:34]2[CH:39]=[CH:38][CH:37]=[C:36]([Cl:40])[CH:35]=2)[N:28]=1)([CH3:26])([CH3:24])[CH3:25]. The yield is 0.610. (3) The reactants are Cl.[F:2][C:3]([F:16])([F:15])[CH2:4][O:5][C:6]1[N:11]=[CH:10][C:9]([CH:12]([NH2:14])[CH3:13])=[CH:8][CH:7]=1.[NH2:17][C:18]1[C:19]([C:24](O)=[O:25])=[N:20][CH:21]=[CH:22][CH:23]=1. No catalyst specified. The product is [NH2:17][C:18]1[C:19]([C:24]([NH:14][CH:12]([C:9]2[CH:10]=[N:11][C:6]([O:5][CH2:4][C:3]([F:2])([F:15])[F:16])=[CH:7][CH:8]=2)[CH3:13])=[O:25])=[N:20][CH:21]=[CH:22][CH:23]=1. The yield is 0.740. (4) The reactants are [CH3:1][C:2]([CH3:7])([CH3:6])[CH2:3][CH:4]=O.[NH:8]1[CH2:18][CH2:17][CH:11]([C:12]([O:14][CH2:15][CH3:16])=[O:13])[CH2:10][CH2:9]1.C([BH3-])#N.[Na+]. The catalyst is CO.C(O)(=O)C. The product is [CH2:15]([O:14][C:12]([CH:11]1[CH2:17][CH2:18][N:8]([CH2:4][CH2:3][C:2]([CH3:7])([CH3:6])[CH3:1])[CH2:9][CH2:10]1)=[O:13])[CH3:16]. The yield is 0.710. (5) The reactants are [CH:1]([OH:3])=O.OO.[Cl:6][C:7]1[CH:12]=[CH:11][C:10]([C:13]2C[CH2:16][CH2:15][CH:14]=2)=[CH:9][CH:8]=1. No catalyst specified. The product is [Cl:6][C:7]1[CH:12]=[CH:11][C:10]([CH:13]2[CH2:14][CH2:15][CH2:16][C:1]2=[O:3])=[CH:9][CH:8]=1. The yield is 0.349. (6) The reactants are N[C:2]1[C:12](/C=C/C(OC)=O)=[CH:11][C:10](Br)=[C:4]2[C:5]([NH:7][C:8](=[O:9])[C:3]=12)=[O:6].C(N(CC)CC)C. The catalyst is C(#N)C.C([O-])(=O)C.[Pd+2].C([O-])(=O)C.C1(C)C=CC=CC=1P(C1C=CC=CC=1C)C1C=CC=CC=1C. The product is [C:8]1(=[O:9])[NH:7][C:5](=[O:6])[C:4]2=[CH:10][CH:11]=[CH:12][CH:2]=[C:3]12. The yield is 0.490.